This data is from Full USPTO retrosynthesis dataset with 1.9M reactions from patents (1976-2016). The task is: Predict the reactants needed to synthesize the given product. (1) Given the product [CH:1]1[C:13]([NH:14][C:18](=[O:23])[CH2:19][CH:20]([CH3:22])[CH3:21])=[CH:12][C:11]2[CH2:15][CH2:16][CH2:17][N:9]3[C:10]=2[C:2]=1[C:3]1[CH2:4][CH2:5][CH2:6][CH2:7][C:8]=13, predict the reactants needed to synthesize it. The reactants are: [CH:1]1[C:13]([NH2:14])=[CH:12][C:11]2[CH2:15][CH2:16][CH2:17][N:9]3[C:10]=2[C:2]=1[C:3]1[CH2:4][CH2:5][CH2:6][CH2:7][C:8]=13.[C:18](Cl)(=[O:23])[CH2:19][CH:20]([CH3:22])[CH3:21]. (2) Given the product [CH:2]1([C@@H:5]2[C:14]3=[CH:15][NH:16][N:17]=[C:13]3[C:12]3[CH:11]=[C:10]([F:26])[CH:9]=[CH:8][C:7]=3[N:6]2[S:27]([C:30]2[CH:31]=[N:32][C:33]([C:36]([F:38])([F:39])[F:37])=[CH:34][CH:35]=2)(=[O:29])=[O:28])[CH2:3][CH2:4]1, predict the reactants needed to synthesize it. The reactants are: Cl.[CH:2]1([C@@H:5]2[C:14]3=[CH:15][N:16](COCC[Si](C)(C)C)[N:17]=[C:13]3[C:12]3[CH:11]=[C:10]([F:26])[CH:9]=[CH:8][C:7]=3[N:6]2[S:27]([C:30]2[CH:31]=[N:32][C:33]([C:36]([F:39])([F:38])[F:37])=[CH:34][CH:35]=2)(=[O:29])=[O:28])[CH2:4][CH2:3]1. (3) Given the product [Cl:1][C:2]1[CH:7]=[C:6]([Cl:8])[C:5]([NH:9][C:10]2[S:11]/[C:12](=[CH:7]\[C:2]3[CH:3]=[C:23]4[C:26](=[CH:25][CH:24]=3)[N:9]=[CH:5][CH:4]=[CH:27]4)/[C:13](=[O:15])[N:14]=2)=[CH:4][C:3]=1[NH:16][C:17]([CH:19]1[CH2:20][CH2:21][CH2:22]1)=[O:18], predict the reactants needed to synthesize it. The reactants are: [Cl:1][C:2]1[CH:7]=[C:6]([Cl:8])[C:5]([NH:9][C:10]2[S:11][CH2:12][C:13](=[O:15])[N:14]=2)=[CH:4][C:3]=1[NH:16][C:17]([CH:19]1[CH2:22][CH2:21][CH2:20]1)=[O:18].[CH:23]1([C:27](Cl)=O)[CH2:26][CH2:25][CH2:24]1.[OH-].[K+].Cl. (4) Given the product [Cl:1][CH2:2][CH2:3][CH2:4][O:5][C:6]1[CH:11]=[CH:10][CH:9]=[C:8]2[C:7]=1[NH:26][N:28]=[C:12]2[S:13]([C:16]1[C:25]2[C:20](=[CH:21][CH:22]=[CH:23][CH:24]=2)[CH:19]=[CH:18][CH:17]=1)(=[O:15])=[O:14], predict the reactants needed to synthesize it. The reactants are: [Cl:1][CH2:2][CH2:3][CH2:4][O:5][C:6]1[CH:11]=[CH:10][CH:9]=[C:8]([CH2:12][S:13]([C:16]2[C:25]3[C:20](=[CH:21][CH:22]=[CH:23][CH:24]=3)[CH:19]=[CH:18][CH:17]=2)(=[O:15])=[O:14])[C:7]=1[NH2:26].Cl.[N:28]([O-])=O.[Na+].C(=O)(O)[O-].[Na+].